This data is from Forward reaction prediction with 1.9M reactions from USPTO patents (1976-2016). The task is: Predict the product of the given reaction. (1) The product is: [ClH:43].[NH2:44][C:24]1[C:23]([C:45]#[N:46])=[C:22]([C:19]2[CH:18]=[CH:17][C:16]([O:15][CH2:14][CH2:13][O:12][C:1](=[O:11])[CH2:2][CH2:3][C:4]([OH:6])=[O:5])=[CH:21][CH:20]=2)[C:27]([C:28]#[N:29])=[C:26]([S:30][CH2:31][C:32]2[N:33]=[C:34]([C:37]3[CH:38]=[CH:39][C:40]([Cl:43])=[CH:41][CH:42]=3)[S:35][CH:36]=2)[N:25]=1. Given the reactants [C:1]([O:12][CH2:13][CH2:14][O:15][C:16]1[CH:21]=[CH:20][C:19]([C:22]2[C:27]([C:28]#[N:29])=[C:26]([S:30][CH2:31][C:32]3[N:33]=[C:34]([C:37]4[CH:42]=[CH:41][C:40]([Cl:43])=[CH:39][CH:38]=4)[S:35][CH:36]=3)[N:25]=[C:24]([NH2:44])[C:23]=2[C:45]#[N:46])=[CH:18][CH:17]=1)(=[O:11])[CH2:2][CH2:3][C:4]([O:6]C(C)(C)C)=[O:5].FC(F)(F)C(O)=O, predict the reaction product. (2) Given the reactants Br[CH2:2][C:3]1[CH:8]=[CH:7][C:6]([C:9]([F:12])([F:11])[F:10])=[CH:5][C:4]=1[C:13]([F:16])([F:15])[F:14].[OH:17][C:18]1[CH:19]=[C:20]([CH:23]=[CH:24][C:25]=1[O:26][CH3:27])[CH:21]=[O:22].C(=O)([O-])[O-].[K+].[K+].O, predict the reaction product. The product is: [F:14][C:13]([F:16])([F:15])[C:4]1[CH:5]=[C:6]([C:9]([F:12])([F:11])[F:10])[CH:7]=[CH:8][C:3]=1[CH2:2][O:17][C:18]1[CH:19]=[C:20]([CH:23]=[CH:24][C:25]=1[O:26][CH3:27])[CH:21]=[O:22]. (3) Given the reactants CN([P+](O[N:12]1N=[N:19][C:14]2C=CC=C[C:13]1=2)(N(C)C)N(C)C)C.F[P-](F)(F)(F)(F)F.[C:28]([C:31]1[CH:36]=[N:35][N:34]2[CH:37]=[C:38]([C:40]3[CH:45]=[CH:44][CH:43]=[CH:42][CH:41]=3)[CH:39]=[C:33]2[C:32]=1[NH:46][C@@H:47]([C:51]1[CH:56]=[CH:55][CH:54]=[CH:53][CH:52]=1)[C:48](O)=[O:49])(=[O:30])[NH2:29].NCC#N.C(N(CC)CC)C, predict the reaction product. The product is: [C:13]([CH2:14][NH:19][C:48](=[O:49])[C@@H:47]([NH:46][C:32]1[C:33]2[N:34]([CH:37]=[C:38]([C:40]3[CH:45]=[CH:44][CH:43]=[CH:42][CH:41]=3)[CH:39]=2)[N:35]=[CH:36][C:31]=1[C:28]([NH2:29])=[O:30])[C:51]1[CH:52]=[CH:53][CH:54]=[CH:55][CH:56]=1)#[N:12]. (4) Given the reactants [CH3:1][NH:2][C:3]([C:5]1[C:10]([NH2:11])=[N:9][CH:8]=[C:7](Br)[N:6]=1)=[O:4].ClCCl.O.[NH2:17][C:18]1[CH:19]=[C:20](B(O)O)[CH:21]=[CH:22][CH:23]=1.C(N(CC)CC)C, predict the reaction product. The product is: [NH2:11][C:10]1[C:5]([C:3]([NH:2][CH3:1])=[O:4])=[N:6][C:7]([C:22]2[CH:21]=[CH:20][CH:19]=[C:18]([NH2:17])[CH:23]=2)=[CH:8][N:9]=1. (5) Given the reactants [Br:1][C:2]1[CH:7]=[CH:6][C:5]([C:8]2[C:12]([O:13][CH2:14][C:15]3[CH:20]=[CH:19][C:18]([O:21][CH3:22])=[CH:17][CH:16]=3)=[C:11]([C:23]([O:25][CH3:26])=[O:24])[NH:10][N:9]=2)=[CH:4][CH:3]=1.O.[OH-].[Li+].[CH3:30]I, predict the reaction product. The product is: [Br:1][C:2]1[CH:3]=[CH:4][C:5]([C:8]2[C:12]([O:13][CH2:14][C:15]3[CH:20]=[CH:19][C:18]([O:21][CH3:22])=[CH:17][CH:16]=3)=[C:11]([C:23]([O:25][CH3:26])=[O:24])[N:10]([CH3:30])[N:9]=2)=[CH:6][CH:7]=1.